From a dataset of Full USPTO retrosynthesis dataset with 1.9M reactions from patents (1976-2016). Predict the reactants needed to synthesize the given product. Given the product [OH:17][C:15]1[CH:16]=[C:7]([C:5]2[N:4]=[CH:3][N:2]([CH3:1])[CH:6]=2)[CH:8]=[C:9]2[C:14]=1[N:13]=[CH:12][NH:11][C:10]2=[O:34], predict the reactants needed to synthesize it. The reactants are: [CH3:1][N:2]1[CH:6]=[C:5]([C:7]2[CH:8]=[C:9]3[C:14](=[C:15]([O:17]COCC[Si](C)(C)C)[CH:16]=2)[N:13]=[CH:12][N:11](COCC[Si](C)(C)C)[C:10]3=[O:34])[N:4]=[CH:3]1.